Predict which catalyst facilitates the given reaction. From a dataset of Catalyst prediction with 721,799 reactions and 888 catalyst types from USPTO. (1) Reactant: [Br:1][C:2]1[CH:3]=[CH:4][C:5]2[CH:9]=[C:8]([CH2:10]C=O)[S:7][C:6]=2[CH:13]=1.[C:14](O)(C)(C)C.CC(=CC)C.Cl([O-])=O.[Na+].OP([O-])(O)=O.[Na+].S(=O)(=O)(O)O.[C:39]([O-:42])(O)=[O:40].[Na+]. Product: [CH3:14][O:42][C:39](=[O:40])[CH2:10][C:8]1[S:7][C:6]2[CH:13]=[C:2]([Br:1])[CH:3]=[CH:4][C:5]=2[CH:9]=1. The catalyst class is: 6. (2) Reactant: [F:1][C:2]([F:23])([F:22])[C:3]1[CH:4]=[C:5]([NH:9][C:10]2[NH:11][C:12]([C:15]3[CH:20]=[CH:19][C:18]([OH:21])=[CH:17][CH:16]=3)=[N:13][N:14]=2)[CH:6]=[CH:7][CH:8]=1.C([O-])([O-])=O.[Cs+].[Cs+].Br[C:31]1[CH:32]=[N:33][CH:34]=[CH:35][CH:36]=1.CO. Product: [N:33]1[CH:34]=[CH:35][CH:36]=[C:31]([O:21][C:18]2[CH:19]=[CH:20][C:15]([C:12]3[NH:11][C:10]([NH:9][C:5]4[CH:6]=[CH:7][CH:8]=[C:3]([C:2]([F:22])([F:1])[F:23])[CH:4]=4)=[N:14][N:13]=3)=[CH:16][CH:17]=2)[CH:32]=1. The catalyst class is: 3. (3) Reactant: [C:1]1([CH:7]([C:21]2[CH:26]=[CH:25][CH:24]=[CH:23][CH:22]=2)[CH2:8][N:9]([CH3:20])[C:10](=[O:19])[CH:11](O)[C:12]2[CH:17]=[CH:16][CH:15]=[CH:14][CH:13]=2)[CH:6]=[CH:5][CH:4]=[CH:3][CH:2]=1.[H-].[Na+].C1(C)C=CC(S(Cl)(=O)=O)=CC=1.[NH2:40][CH2:41][CH2:42][C:43]1[N:47]=[CH:46][NH:45][CH:44]=1. Product: [C:1]1([CH:7]([C:21]2[CH:26]=[CH:25][CH:24]=[CH:23][CH:22]=2)[CH2:8][N:9]([CH3:20])[C:10](=[O:19])[CH:11]([NH:40][CH2:41][CH2:42][C:43]2[N:47]=[CH:46][NH:45][CH:44]=2)[C:12]2[CH:17]=[CH:16][CH:15]=[CH:14][CH:13]=2)[CH:6]=[CH:5][CH:4]=[CH:3][CH:2]=1. The catalyst class is: 83. (4) Reactant: [N+:1]([C:4]1[C:12]2[S:11][N:10]=[CH:9][C:8]=2[CH:7]=[CH:6][CH:5]=1)([O-])=O.O.O.O.O.O.O.O.O.O.[S-2].[Na+].[Na+].C(O)C.O. Product: [S:11]1[C:12]2[C:4]([NH2:1])=[CH:5][CH:6]=[CH:7][C:8]=2[CH:9]=[N:10]1. The catalyst class is: 13. (5) The catalyst class is: 1. Product: [CH3:1][C:2]1[CH:3]=[C:4]([CH2:5][OH:6])[CH:8]=[C:9]([C:11]([F:12])([F:13])[F:14])[CH:10]=1. Reactant: [CH3:1][C:2]1[CH:3]=[C:4]([CH:8]=[C:9]([C:11]([F:14])([F:13])[F:12])[CH:10]=1)[C:5](O)=[O:6].